This data is from Full USPTO retrosynthesis dataset with 1.9M reactions from patents (1976-2016). The task is: Predict the reactants needed to synthesize the given product. (1) Given the product [O:1]=[CH:2][C@@H:3]([C@H:5]([C@@H:7]([C@@H:9]([CH2:11][OH:12])[OH:10])[OH:8])[OH:6])[OH:4], predict the reactants needed to synthesize it. The reactants are: [OH:1][CH2:2][C:3]([C@H:5]([C@H:7]([C@@H:9]([CH2:11][OH:12])[OH:10])[OH:8])[OH:6])=[O:4].OCC([C@H]([C@@H]([C@@H](CO)O)O)O)=O. (2) Given the product [C:11]([C:4]1[CH:3]=[C:2]([C:6]([O:8][CH2:9][CH3:10])=[O:7])[NH:1][CH:5]=1)(=[O:18])[CH2:12][CH2:13][CH2:14][CH2:15][CH2:16][CH3:17], predict the reactants needed to synthesize it. The reactants are: [NH:1]1[CH:5]=[CH:4][CH:3]=[C:2]1[C:6]([O:8][CH2:9][CH3:10])=[O:7].[C:11](Cl)(=[O:18])[CH2:12][CH2:13][CH2:14][CH2:15][CH2:16][CH3:17]. (3) Given the product [F:52][C:53]1[CH:58]=[CH:57][C:56]([NH:59][CH:60]2[CH2:61][CH2:62][N:63]([C:25](=[O:27])[CH2:24][NH:23][C:21]([C:18]3[CH:17]=[C:16]([C:10]4[CH:11]=[CH:12][CH:13]=[CH:14][CH:15]=4)[NH:20][N:19]=3)=[O:22])[CH2:64][CH2:65]2)=[C:55]([C:66]([F:69])([F:67])[F:68])[CH:54]=1, predict the reactants needed to synthesize it. The reactants are: CCN(C(C)C)C(C)C.[C:10]1([C:16]2[NH:20][N:19]=[C:18]([C:21]([NH:23][CH2:24][C:25]([OH:27])=O)=[O:22])[CH:17]=2)[CH:15]=[CH:14][CH:13]=[CH:12][CH:11]=1.C1C=CC2N(O)N=NC=2C=1.CCN=C=NCCCN(C)C.Cl.Cl.Cl.[F:52][C:53]1[CH:58]=[CH:57][C:56]([NH:59][CH:60]2[CH2:65][CH2:64][NH:63][CH2:62][CH2:61]2)=[C:55]([C:66]([F:69])([F:68])[F:67])[CH:54]=1.Cl.Cl.N1CCC(NC2C=CC=CC=2C(F)(F)F)CC1. (4) The reactants are: [Cl:1][C:2]1[CH:10]=[CH:9][CH:8]=[C:7]2[C:3]=1[CH2:4][N:5]([C:11]([O:13][C@H:14]1[CH2:55][N:17]3[C:18](=[O:54])[C@@H:19]([NH:46]C(OC(C)(C)C)=O)[CH2:20][CH2:21][O:22][CH2:23][CH2:24][CH:25]=[CH:26][C@@H:27]4[CH2:32][C@@:28]4([C:33](=[O:45])[NH:34][S:35]([C:38]4[CH:43]=[CH:42][C:41]([Cl:44])=[CH:40][CH:39]=4)(=[O:37])=[O:36])[NH:29][C:30](=[O:31])[C@@H:16]3[CH2:15]1)=[O:12])[CH2:6]2.Cl.O1CCOCC1. Given the product [ClH:1].[Cl:1][C:2]1[CH:10]=[CH:9][CH:8]=[C:7]2[C:3]=1[CH2:4][N:5]([C:11]([O:13][C@H:14]1[CH2:55][N:17]3[C:18](=[O:54])[C@@H:19]([NH2:46])[CH2:20][CH2:21][O:22][CH2:23][CH2:24][CH:25]=[CH:26][C@@H:27]4[CH2:32][C@@:28]4([C:33](=[O:45])[NH:34][S:35]([C:38]4[CH:39]=[CH:40][C:41]([Cl:44])=[CH:42][CH:43]=4)(=[O:36])=[O:37])[NH:29][C:30](=[O:31])[C@@H:16]3[CH2:15]1)=[O:12])[CH2:6]2, predict the reactants needed to synthesize it. (5) Given the product [C:26]([O:30][C:31]([C:33]1[CH:43]=[C:42]([O:44][C:54]2[CH:55]=[CH:56][C:51]([C:49]([N:45]3[CH2:48][CH2:47][CH2:46]3)=[O:50])=[C:52]([F:58])[CH:53]=2)[C:36]2[CH2:37][CH:38]([CH2:40][OH:41])[O:39][C:35]=2[CH:34]=1)=[O:32])([CH3:29])([CH3:27])[CH3:28], predict the reactants needed to synthesize it. The reactants are: COC(C1C=C(OC2C=CC(S(C)(=O)=O)=CC=2)C=C2OC(C)CC=12)=O.[C:26]([O:30][C:31]([C:33]1[CH:43]=[C:42]([OH:44])[C:36]2[CH2:37][CH:38]([CH2:40][OH:41])[O:39][C:35]=2[CH:34]=1)=[O:32])([CH3:29])([CH3:28])[CH3:27].[N:45]1([C:49]([C:51]2[CH:56]=[CH:55][C:54](F)=[CH:53][C:52]=2[F:58])=[O:50])[CH2:48][CH2:47][CH2:46]1. (6) Given the product [Cl:21][C:16]1[C:17](=[O:18])[N:4]([C:5]2[CH:6]=[C:7]([CH:12]=[CH:13][C:14]=2[CH3:15])[C:8]([O:10][CH3:11])=[O:9])[CH:3]=[C:1]([Cl:22])[N:2]=1, predict the reactants needed to synthesize it. The reactants are: [C:1]([CH2:3][NH:4][C:5]1[CH:6]=[C:7]([CH:12]=[CH:13][C:14]=1[CH3:15])[C:8]([O:10][CH3:11])=[O:9])#[N:2].[C:16]([Cl:21])(=O)[C:17](Cl)=[O:18].[Cl:22]C1C=CC=CC=1Cl. (7) Given the product [ClH:25].[C:5]([C:7]1[CH:8]=[C:9](/[CH:13]=[CH:14]/[C:15]([NH:17][CH2:18][CH2:19][N:20]2[CH:24]=[CH:23][N:22]=[CH:21]2)=[O:16])[CH:10]=[CH:11][CH:12]=1)([OH:6])=[O:4], predict the reactants needed to synthesize it. The reactants are: [OH-].[Na+].C[O:4][C:5]([C:7]1[CH:8]=[C:9](/[CH:13]=[CH:14]/[C:15]([NH:17][CH2:18][CH2:19][N:20]2[CH:24]=[CH:23][N:22]=[CH:21]2)=[O:16])[CH:10]=[CH:11][CH:12]=1)=[O:6].[ClH:25].Cl.O1CCOCC1.